This data is from Reaction yield outcomes from USPTO patents with 853,638 reactions. The task is: Predict the reaction yield, written as a fraction of the theoretical maximum amount of product (1.0 means a 100% yield; for example, 0.34 means a 34% yield). (1) The reactants are [F:1][C:2]1[C:3]([NH:18][C:19]2[CH:24]=[CH:23][C:22]([CH2:25][CH2:26][CH2:27]I)=[CH:21][C:20]=2[F:29])=[C:4]([CH:14]=[CH:15][C:16]=1[F:17])[C:5]([NH:7][O:8][CH2:9][CH2:10][O:11]C=C)=[O:6].[CH3:30][NH:31][CH3:32].Cl.C([O-])([O-])=O.[K+].[K+].[Na+].[Cl-]. The catalyst is CC(N(C)C)=O.O.CCO. The product is [CH3:30][N:31]([CH3:32])[CH2:27][CH2:26][CH2:25][C:22]1[CH:23]=[CH:24][C:19]([NH:18][C:3]2[C:2]([F:1])=[C:16]([F:17])[CH:15]=[CH:14][C:4]=2[C:5]([NH:7][O:8][CH2:9][CH2:10][OH:11])=[O:6])=[C:20]([F:29])[CH:21]=1. The yield is 0.360. (2) The reactants are [CH2:1]([C:9]1[CH:14]=[CH:13][C:12]([NH:15][C:16](=[O:25])[NH:17][CH2:18][CH2:19][C:20]([O:22][CH2:23][CH3:24])=[O:21])=[CH:11][CH:10]=1)[CH2:2][CH2:3][CH2:4][CH2:5][CH2:6][CH2:7][CH3:8].Br[CH2:27][CH2:28]Br. The catalyst is CN(C=O)C. The product is [CH2:1]([C:9]1[CH:10]=[CH:11][C:12]([N:15]2[CH2:28][CH2:27][N:17]([CH2:18][CH2:19][C:20]([O:22][CH2:23][CH3:24])=[O:21])[C:16]2=[O:25])=[CH:13][CH:14]=1)[CH2:2][CH2:3][CH2:4][CH2:5][CH2:6][CH2:7][CH3:8]. The yield is 0.370. (3) The reactants are [CH3:1][O:2][C:3](=[O:12])[C:4]1[CH:9]=[C:8]([I:10])[CH:7]=[CH:6][C:5]=1[OH:11].C(=O)([O-])[O-].[K+].[K+].[CH:19](I)([CH3:21])[CH3:20]. The catalyst is CC(C)=O. The product is [CH3:1][O:2][C:3](=[O:12])[C:4]1[CH:9]=[C:8]([I:10])[CH:7]=[CH:6][C:5]=1[O:11][CH:19]([CH3:21])[CH3:20]. The yield is 0.960. (4) The reactants are [Br:1][C:2]1[CH:11]=[CH:10][C:5]2[N:6]=[C:7](Cl)[S:8][C:4]=2[CH:3]=1.[CH3:12][CH:13]([NH2:15])[CH3:14].C(N(CC)CC)C. The catalyst is CN(C=O)C. The product is [Br:1][C:2]1[CH:11]=[CH:10][C:5]2[N:6]=[C:7]([NH:15][CH:13]([CH3:14])[CH3:12])[S:8][C:4]=2[CH:3]=1. The yield is 0.640. (5) The reactants are [NH2:1][C:2]1[CH:3]=[C:4]([CH:21]=[CH:22][CH:23]=1)[O:5][C:6]1[CH:7]=[CH:8][C:9]2[N:10]([CH:12]=[C:13]([NH:15][C:16]([CH:18]3[CH2:20][CH2:19]3)=[O:17])[N:14]=2)[N:11]=1.[CH2:24]([N:26]=[C:27]=[O:28])[CH3:25]. The catalyst is N1C=CC=CC=1. The product is [CH2:24]([NH:26][C:27]([NH:1][C:2]1[CH:3]=[C:4]([CH:21]=[CH:22][CH:23]=1)[O:5][C:6]1[CH:7]=[CH:8][C:9]2[N:10]([CH:12]=[C:13]([NH:15][C:16]([CH:18]3[CH2:20][CH2:19]3)=[O:17])[N:14]=2)[N:11]=1)=[O:28])[CH3:25]. The yield is 0.690. (6) The reactants are [CH2:1]([O:8][C:9]1[CH:10]=[C:11]([C:16]2[N:21]=[C:20]([C:22]([O:24][CH3:25])=[O:23])[CH:19]=[CH:18][C:17]=2B2OC(C)(C)C(C)(C)O2)[CH:12]=[CH:13][C:14]=1[Cl:15])[C:2]1[CH:7]=[CH:6][CH:5]=[CH:4][CH:3]=1.Cl[C:36]1[C:41]([Cl:42])=[CH:40][CH:39]=[CH:38][N:37]=1.C([O-])([O-])=O.[K+].[K+].CCOC(C)=O. The catalyst is COCCOC.O.[Cl-].[Na+].O.C1C=CC([P]([Pd]([P](C2C=CC=CC=2)(C2C=CC=CC=2)C2C=CC=CC=2)([P](C2C=CC=CC=2)(C2C=CC=CC=2)C2C=CC=CC=2)[P](C2C=CC=CC=2)(C2C=CC=CC=2)C2C=CC=CC=2)(C2C=CC=CC=2)C2C=CC=CC=2)=CC=1. The product is [CH2:1]([O:8][C:9]1[CH:10]=[C:11]([C:16]2[C:17]([C:36]3[C:41]([Cl:42])=[CH:40][CH:39]=[CH:38][N:37]=3)=[CH:18][CH:19]=[C:20]([C:22]([O:24][CH3:25])=[O:23])[N:21]=2)[CH:12]=[CH:13][C:14]=1[Cl:15])[C:2]1[CH:7]=[CH:6][CH:5]=[CH:4][CH:3]=1. The yield is 0.280.